This data is from Full USPTO retrosynthesis dataset with 1.9M reactions from patents (1976-2016). The task is: Predict the reactants needed to synthesize the given product. (1) Given the product [C:12]([O:11][C:9]([NH:17][CH2:16][C:18]1[CH:19]=[CH:20][C:21]([CH:24]([CH3:30])[C:25]([O:27][CH2:28][CH3:29])=[O:26])=[CH:22][CH:23]=1)=[O:10])([CH3:13])([CH3:14])[CH3:15], predict the reactants needed to synthesize it. The reactants are: [C:9](O[C:9]([O:11][C:12]([CH3:15])([CH3:14])[CH3:13])=[O:10])([O:11][C:12]([CH3:15])([CH3:14])[CH3:13])=[O:10].[C:16]([C:18]1[CH:23]=[CH:22][C:21]([CH:24]([CH3:30])[C:25]([O:27][CH2:28][CH3:29])=[O:26])=[CH:20][CH:19]=1)#[N:17]. (2) Given the product [CH:17]1([NH:23][C:27](=[O:28])[O:16][CH2:15][C:13]2[C:12]3[C:7]([CH:6]=[C:5]4[C:14]=2[CH:1]=[CH:2][CH:3]=[CH:4]4)=[CH:8][CH:9]=[CH:10][CH:11]=3)[CH2:22][CH2:21][CH2:20][CH2:19][CH2:18]1, predict the reactants needed to synthesize it. The reactants are: [CH:1]1[C:14]2[C:5](=[CH:6][C:7]3[C:12]([C:13]=2[CH2:15][OH:16])=[CH:11][CH:10]=[CH:9][CH:8]=3)[CH:4]=[CH:3][CH:2]=1.[CH:17]1([NH2:23])[CH2:22][CH2:21][CH2:20][CH2:19][CH2:18]1.Cl.CN(C)[CH:27]=[O:28]. (3) Given the product [CH2:24]([O:31][C:32]1[CH:41]=[CH:40][C:35]([C:36]([NH:38][NH:39][C:15]([C:10]23[CH2:9][CH2:8][C:7]([C:1]4[CH:6]=[CH:5][CH:4]=[CH:3][CH:2]=4)([CH2:14][CH2:13]2)[CH2:12][CH2:11]3)=[O:17])=[O:37])=[C:34]([C:42]([F:43])([F:44])[F:45])[CH:33]=1)[C:25]1[CH:26]=[CH:27][CH:28]=[CH:29][CH:30]=1, predict the reactants needed to synthesize it. The reactants are: [C:1]1([C:7]23[CH2:14][CH2:13][C:10]([C:15]([OH:17])=O)([CH2:11][CH2:12]2)[CH2:9][CH2:8]3)[CH:6]=[CH:5][CH:4]=[CH:3][CH:2]=1.C(Cl)(=O)C(Cl)=O.[CH2:24]([O:31][C:32]1[CH:41]=[CH:40][C:35]([C:36]([NH:38][NH2:39])=[O:37])=[C:34]([C:42]([F:45])([F:44])[F:43])[CH:33]=1)[C:25]1[CH:30]=[CH:29][CH:28]=[CH:27][CH:26]=1.C(N(CC)CC)C. (4) Given the product [O:1]=[C:2]1[C:10](=[O:11])[C:9]2[C:4](=[CH:5][CH:6]=[C:7]([S:12][CH2:13][CH2:14][C:15]3[CH:24]=[CH:23][C:18]([C:19]([OH:21])=[O:20])=[CH:17][CH:16]=3)[CH:8]=2)[N:3]1[CH2:25][CH2:26][CH2:27][CH3:28], predict the reactants needed to synthesize it. The reactants are: [O:1]=[C:2]1[C:10](=[O:11])[C:9]2[C:4](=[CH:5][CH:6]=[C:7]([S:12][CH2:13][CH2:14][C:15]3[CH:24]=[CH:23][C:18]([C:19]([O:21]C)=[O:20])=[CH:17][CH:16]=3)[CH:8]=2)[N:3]1[CH2:25][CH2:26][CH2:27][CH3:28].C(=O)([O-])[O-].[K+].[K+]. (5) The reactants are: [CH3:1][O:2][C:3]([C@H:5]1[CH2:10][CH2:9][CH2:8][CH2:7][C@H:6]1C(O)=O)=[O:4].C([N:16](CC)CC)C.Cl[C:22]([O:24][CH2:25][CH3:26])=[O:23].[N-]=[N+]=[N-].[Na+].[CH2:31](O)[C:32]1C=C[CH:35]=[CH:34][CH:33]=1. Given the product [CH3:1][O:2][C:3]([C@@H:5]1[CH2:10][CH2:9][CH2:8][CH2:7][C@@H:6]1[NH:16][C:22]([O:24][CH2:25][C:26]1[CH:35]=[CH:34][CH:33]=[CH:32][CH:31]=1)=[O:23])=[O:4], predict the reactants needed to synthesize it. (6) Given the product [Cl:13][C:10]1[CH:11]=[CH:12][C:7]([C:6]2[O:14][C:1]([CH3:2])=[N:4][N:5]=2)=[CH:8][N:9]=1, predict the reactants needed to synthesize it. The reactants are: [C:1]([NH:4][NH:5][C:6](=[O:14])[C:7]1[CH:12]=[CH:11][C:10]([Cl:13])=[N:9][CH:8]=1)(=O)[CH3:2].